Dataset: Catalyst prediction with 721,799 reactions and 888 catalyst types from USPTO. Task: Predict which catalyst facilitates the given reaction. (1) Reactant: [F:1][CH:2]([F:37])[C:3]1[N:7]([C:8]2[N:13]=[C:12]([N:14]3[CH2:19][CH2:18][O:17][CH2:16][CH2:15]3)[N:11]=[C:10]([N:20]3[CH2:25][CH2:24][N:23]([S:26]([CH:29]=[CH2:30])(=[O:28])=[O:27])[CH2:22][CH2:21]3)[N:9]=2)[C:6]2[CH:31]=[CH:32][CH:33]=[C:34]([O:35][CH3:36])[C:5]=2[N:4]=1.[NH:38]1[CH2:42][CH2:41][CH2:40][CH2:39]1. Product: [F:37][CH:2]([F:1])[C:3]1[N:7]([C:8]2[N:13]=[C:12]([N:14]3[CH2:15][CH2:16][O:17][CH2:18][CH2:19]3)[N:11]=[C:10]([N:20]3[CH2:21][CH2:22][N:23]([S:26]([CH2:29][CH2:30][N:38]4[CH2:42][CH2:41][CH2:40][CH2:39]4)(=[O:28])=[O:27])[CH2:24][CH2:25]3)[N:9]=2)[C:6]2[CH:31]=[CH:32][CH:33]=[C:34]([O:35][CH3:36])[C:5]=2[N:4]=1. The catalyst class is: 12. (2) Reactant: [C:1]([C:5]1[CH:6]=[CH:7][C:8]([CH3:22])=[C:9]([CH:21]=1)[O:10][C:11]1[O:12][CH:13]=[C:14]([C:16]([O:18]CC)=[O:17])[N:15]=1)([CH3:4])([CH3:3])[CH3:2].[OH-].[Na+].Cl. Product: [C:1]([C:5]1[CH:6]=[CH:7][C:8]([CH3:22])=[C:9]([CH:21]=1)[O:10][C:11]1[O:12][CH:13]=[C:14]([C:16]([OH:18])=[O:17])[N:15]=1)([CH3:4])([CH3:3])[CH3:2]. The catalyst class is: 30.